This data is from Peptide-MHC class II binding affinity with 134,281 pairs from IEDB. The task is: Regression. Given a peptide amino acid sequence and an MHC pseudo amino acid sequence, predict their binding affinity value. This is MHC class II binding data. The peptide sequence is GTKGEAKDVIPEGWK. The MHC is HLA-DQA10102-DQB10502 with pseudo-sequence HLA-DQA10102-DQB10502. The binding affinity (normalized) is 0.0515.